From a dataset of Experimentally validated miRNA-target interactions with 360,000+ pairs, plus equal number of negative samples. Binary Classification. Given a miRNA mature sequence and a target amino acid sequence, predict their likelihood of interaction. (1) The protein sequence of the target gene is MAAAANSGSSLPLFDCPTWAGKPPPGLHLDVVKGDKLIEKLIIDEKKYYLFGRNPDLCDFTIDHQSCSRVHAALVYHKHLKRVFLIDLNSTHGTFLGHIRLEPHKPQQIPIDSTVSFGASTRAYTLREKPQTLPSAVKGDEKMGGEDDELKGLLGLPEEETELDNLTEFNTAHNKRISTLTIEEGNLDIQRPKRKRKNSRVTFSEDDEIINPEDVDPSVGRFRNMVQTAVVPVKKKRVEGPGSLGLEESGSRRMQNFAFSGGLYGGLPPTHSEAGSQPHGIHGTALIGGLPMPYPNLAPD.... Result: 1 (interaction). The miRNA is hsa-miR-1283 with sequence UCUACAAAGGAAAGCGCUUUCU. (2) The miRNA is hsa-miR-203a-5p with sequence AGUGGUUCUUAACAGUUCAACAGUU. The protein sequence of the target gene is MSSPMPDCTSKCRSLKHALDVLSVVTKGSENQIKAFLSSHCYNAATIKDVFGRNALHLVSSCGKKGVLDWLIQKGVDLLVKDKESGWTALHRSIFYGHIDCVWSLLKHGVSLYIQDKEGLSALDLVMKDRPTHVVFKNTDPTDVYTWGDNTNFTLGHGSQNSKHHPELVDLFSRSGIYIKQVVLCKFHSVFLSQKGQVYTCGHGPGGRLGHGDEQTCLVPRLVEGLNGHNCSQVAAAKDHTVVLTEDGCVYTFGLNIFHQLGIIPPPSSCNVPRQIQAKYLKGRTIIGVAAGRFHTVLWT.... Result: 0 (no interaction). (3) The miRNA is hsa-miR-155-5p with sequence UUAAUGCUAAUCGUGAUAGGGGUU. Result: 1 (interaction). The protein sequence of the target gene is MSSKEVKTALKSARDAIRNKEYKEALKHCKTVLKQEKNNYNAWVFIGVAAAELEQPDQAQSAYKKAAELEPDQLLAWQGLANLYEKYNHINAKDDLPGVYQKLLDLYESVDKQKWCDVCKKLVDLYYQEKKHLEVARTWHKLIKTRQEQGAENEELHQLWRKLTQFLAESTEDQNNETQQLLFTAFENALGLSDKIPSEDHQVLYRHFIQSLSKFPHESARLKKACEGMINIYPTVQYPLEVLCLHLIESGNLTDEGQQYCCRLVEMDSKSGPGLIGLGIKALQDKKYEDAVRNLTEGLK.... (4) The miRNA is mmu-miR-5125 with sequence UCUGCCUGGGAUUUCCUUGU. The protein sequence of the target gene is MSLRKQTPSDFLKQIIGRPVVVKLNSGVDYRGVLACLDGYMNIALEQTEEYVNGQLKNKYGDAFIRGNNVLYISTQKRRM. Result: 1 (interaction).